Dataset: Forward reaction prediction with 1.9M reactions from USPTO patents (1976-2016). Task: Predict the product of the given reaction. (1) Given the reactants [CH3:1][C:2]1[NH:3][C:4](=[O:13])[CH2:5][CH2:6][C:7]=1[C:8]([O:10][CH2:11][CH3:12])=[O:9].C(C1C(=O)C(Cl)=C(Cl)C(=O)C=1C#N)#N, predict the reaction product. The product is: [CH3:1][C:2]1[NH:3][C:4](=[O:13])[CH:5]=[CH:6][C:7]=1[C:8]([O:10][CH2:11][CH3:12])=[O:9]. (2) Given the reactants Cl[CH2:2][C:3]1[CH:8]=[CH:7][C:6]([C:9]([C:11]2[N:19]3[C:14]([CH:15]=[C:16]([C:20]([O:22][CH:23]([CH3:25])[CH3:24])=[O:21])[CH:17]=[CH:18]3)=[CH:13][C:12]=2[CH2:26][CH3:27])=[O:10])=[CH:5][CH:4]=1.[P:28]([O:35]CC)([O:32][CH2:33][CH3:34])[O:29][CH2:30][CH3:31], predict the reaction product. The product is: [CH2:30]([O:29][P:28]([CH2:2][C:3]1[CH:8]=[CH:7][C:6]([C:9]([C:11]2[N:19]3[C:14]([CH:15]=[C:16]([C:20]([O:22][CH:23]([CH3:25])[CH3:24])=[O:21])[CH:17]=[CH:18]3)=[CH:13][C:12]=2[CH2:26][CH3:27])=[O:10])=[CH:5][CH:4]=1)([O:32][CH2:33][CH3:34])=[O:35])[CH3:31]. (3) Given the reactants O.[CH3:2][O:3][C:4]1[CH:9]=[CH:8][N:7]=[CH:6][C:5]=1B(O)O.[C:13]([O:17][C:18]([N:20]1[CH2:29][CH2:28][C:27]2[CH:26]=[C:25]3[O:30][CH2:31][O:32][C:24]3=[CH:23][C:22]=2[CH:21]1[CH2:33][C:34]1[CH:39]=[CH:38][C:37](Br)=[CH:36][CH:35]=1)=[O:19])([CH3:16])([CH3:15])[CH3:14].C1(P(C2C=CC=CC=2)C2C=CC=CC=2)C=CC=CC=1.C([O-])([O-])=O.[Na+].[Na+], predict the reaction product. The product is: [C:13]([O:17][C:18]([N:20]1[CH2:29][CH2:28][C:27]2[CH:26]=[C:25]3[O:30][CH2:31][O:32][C:24]3=[CH:23][C:22]=2[CH:21]1[CH2:33][C:34]1[CH:35]=[CH:36][C:37]([C:5]2[CH:6]=[N:7][CH:8]=[CH:9][C:4]=2[O:3][CH3:2])=[CH:38][CH:39]=1)=[O:19])([CH3:16])([CH3:14])[CH3:15]. (4) Given the reactants CS(O[CH2:6][CH2:7][CH2:8][C:9]([F:15])([F:14])[C:10]([F:13])([F:12])[F:11])(=O)=O.[I-:16].[Na+], predict the reaction product. The product is: [I:16][CH2:6][CH2:7][CH2:8][C:9]([F:15])([F:14])[C:10]([F:13])([F:12])[F:11].